From a dataset of Reaction yield outcomes from USPTO patents with 853,638 reactions. Predict the reaction yield, written as a fraction of the theoretical maximum amount of product (1.0 means a 100% yield; for example, 0.34 means a 34% yield). (1) The reactants are [Cl:1][C:2]1[CH:3]=[C:4]2[C:8](=[C:9]([CH2:11]O)[CH:10]=1)[N:7]([CH2:13][CH:14]([CH3:16])[CH3:15])[N:6]=[CH:5]2.[CH3:17][O:18][C:19]([C:21]1[CH:22]=[C:23]2[N:29]=[CH:28][NH:27][C:24]2=[N:25][CH:26]=1)=[O:20]. No catalyst specified. The product is [CH3:17][O:18][C:19]([C:21]1[CH:22]=[C:23]2[N:29]=[CH:28][N:27]([CH2:11][C:9]3[CH:10]=[C:2]([Cl:1])[CH:3]=[C:4]4[C:8]=3[N:7]([CH2:13][CH:14]([CH3:16])[CH3:15])[N:6]=[CH:5]4)[C:24]2=[N:25][CH:26]=1)=[O:20]. The yield is 0.300. (2) The reactants are CS(O[CH2:6][CH2:7][CH2:8][O:9][C:10]1[CH:19]=[CH:18][C:17]2[C:12](=[CH:13][CH:14]=[CH:15][CH:16]=2)[CH:11]=1)(=O)=O.[F-:20].[Cs+].C(O)(C)(C)C.C(OCC)C. The catalyst is CCCCCC.C(OCC)(=O)C. The product is [F:20][CH2:6][CH2:7][CH2:8][O:9][C:10]1[CH:19]=[CH:18][C:17]2[C:12](=[CH:13][CH:14]=[CH:15][CH:16]=2)[CH:11]=1. The yield is 0.920. (3) The product is [NH2:39][C:29]([CH:17]1[CH2:18][N:19]([C:22]([O:24][C:25]([CH3:28])([CH3:26])[CH3:27])=[O:23])[CH2:20][CH2:21][N:16]1[C:14]([O:13][C:9]([CH3:12])([CH3:11])[CH3:10])=[O:15])=[O:30]. The yield is 0.773. The reactants are ClC(OCC(C)C)=O.[C:9]([O:13][C:14]([N:16]1[CH2:21][CH2:20][N:19]([C:22]([O:24][C:25]([CH3:28])([CH3:27])[CH3:26])=[O:23])[CH2:18][CH:17]1[C:29](O)=[O:30])=[O:15])([CH3:12])([CH3:11])[CH3:10].C(N(CC)CC)C.[NH3:39]. The catalyst is C1COCC1.CN(C=O)C. (4) The reactants are [CH:1]1([C:4]2[C:5]([O:13][CH2:14][C:15]([F:18])([F:17])[F:16])=[CH:6][C:7]([C:10]([OH:12])=O)=[N:8][CH:9]=2)[CH2:3][CH2:2]1.C(Cl)(=O)C(Cl)=O.[C:25]([NH:31][NH2:32])(=[O:30])[C:26]([CH3:29])([CH3:28])[CH3:27].C(N(CC)CC)C.C([O-])(O)=O.[Na+]. The catalyst is C(Cl)Cl.C(OCC)(=O)C.CN(C=O)C. The product is [CH:1]1([C:4]2[C:5]([O:13][CH2:14][C:15]([F:18])([F:17])[F:16])=[CH:6][C:7]([C:10]([NH:32][NH:31][C:25](=[O:30])[C:26]([CH3:29])([CH3:28])[CH3:27])=[O:12])=[N:8][CH:9]=2)[CH2:2][CH2:3]1. The yield is 0.940. (5) The reactants are [Cl:1][C:2]1[CH:3]=[C:4]([C:8]2[CH:9]=[C:10]([CH2:18][N:19]3[CH:23]=[N:22][C:21]([NH2:24])=[N:20]3)[CH:11]=[N:12][C:13]=2[O:14][CH:15]([F:17])[F:16])[CH:5]=[CH:6][CH:7]=1.C=O.[BH-](OC(C)=O)(OC(C)=O)O[C:29](C)=O.[Na+]. The catalyst is C(Cl)Cl.CC(O)=O. The product is [Cl:1][C:2]1[CH:3]=[C:4]([C:8]2[CH:9]=[C:10]([CH2:18][N:19]3[CH:23]=[N:22][C:21]([NH:24][CH3:29])=[N:20]3)[CH:11]=[N:12][C:13]=2[O:14][CH:15]([F:17])[F:16])[CH:5]=[CH:6][CH:7]=1. The yield is 0.200. (6) The product is [CH2:20]([CH:24]1[CH2:29][CH2:28][N:27]([CH2:16][CH2:17][CH2:18][N:8]2[C:9]3[C:4](=[CH:3][C:2]([Cl:1])=[CH:11][CH:10]=3)[CH2:5][CH2:6][C:7]2=[O:12])[CH2:26][CH2:25]1)[CH2:21][CH2:22][CH3:23]. The reactants are [Cl:1][C:2]1[CH:3]=[C:4]2[C:9](=[CH:10][CH:11]=1)[NH:8][C:7](=[O:12])[CH2:6][CH2:5]2.[H-].[Na+].Br[CH2:16][CH2:17][CH2:18]Cl.[CH2:20]([CH:24]1[CH2:29][CH2:28][NH:27][CH2:26][CH2:25]1)[CH2:21][CH2:22][CH3:23].C([O-])([O-])=O.[K+].[K+]. The catalyst is CN(C=O)C. The yield is 0.240. (7) The reactants are ClC(Cl)(O[C:5](=[O:11])OC(Cl)(Cl)Cl)Cl.C[C:14]1[C:15](=[O:22])[NH:16][C:17](=[O:21])[NH:18][C:19]=1[CH3:20].[CH2:23]([NH2:29])[CH2:24][CH2:25][CH2:26][CH2:27][CH3:28].O.N1C=CC=C[CH:32]=1. No catalyst specified. The product is [CH2:23]([NH:29][C:17]([N:18]1[C:19]([CH3:20])([CH3:32])[CH2:14][C:15](=[O:22])[NH:16][C:5]1=[O:11])=[O:21])[CH2:24][CH2:25][CH2:26][CH2:27][CH3:28]. The yield is 0.0600.